Task: Predict the reactants needed to synthesize the given product.. Dataset: Full USPTO retrosynthesis dataset with 1.9M reactions from patents (1976-2016) (1) Given the product [F:1][CH:2]([F:16])[CH2:3][O:4][C:5]1[N:10]=[C:9]([O:11][CH3:12])[C:8]([CH:13]([NH:23][S@@:21]([C:18]([CH3:20])([CH3:19])[CH3:17])=[O:22])[CH3:14])=[CH:7][CH:6]=1, predict the reactants needed to synthesize it. The reactants are: [F:1][CH:2]([F:16])[CH2:3][O:4][C:5]1[N:10]=[C:9]([O:11][CH3:12])[C:8]([C:13](=O)[CH3:14])=[CH:7][CH:6]=1.[CH3:17][C:18]([S@:21]([NH2:23])=[O:22])([CH3:20])[CH3:19]. (2) Given the product [F:1][C:2]1[C:7]2[N:8]=[N:9][N:10]([CH2:13][C:14]([NH:27][C@H:25]([C:22]3[CH:23]=[CH:24][C:19]([O:18][CH3:17])=[CH:20][CH:21]=3)[CH3:26])=[O:16])[C:11](=[O:12])[C:6]=2[CH:5]=[CH:4][CH:3]=1, predict the reactants needed to synthesize it. The reactants are: [F:1][C:2]1[C:7]2[N:8]=[N:9][N:10]([CH2:13][C:14]([OH:16])=O)[C:11](=[O:12])[C:6]=2[CH:5]=[CH:4][CH:3]=1.[CH3:17][O:18][C:19]1[CH:24]=[CH:23][C:22]([C@@H:25]([NH2:27])[CH3:26])=[CH:21][CH:20]=1.